From a dataset of Forward reaction prediction with 1.9M reactions from USPTO patents (1976-2016). Predict the product of the given reaction. (1) The product is: [N:16]1[C:8]([C:7]2[C:2]([NH:23][C:24]3[C:25]([F:36])=[C:26]([NH:31][S:32]([CH3:35])(=[O:34])=[O:33])[CH:27]=[CH:28][C:29]=3[F:30])=[N:3][CH:4]=[CH:5][CH:6]=2)=[C:9]2[C:13]([NH:12][CH:11]=[N:10]2)=[N:14][CH:15]=1. Given the reactants F[C:2]1[C:7]([C:8]2[N:16]=[CH:15][N:14]=[C:13]3[C:9]=2[N:10]=[CH:11][N:12]3C2CCCCO2)=[CH:6][CH:5]=[CH:4][N:3]=1.[NH2:23][C:24]1[C:25]([F:36])=[C:26]([NH:31][S:32]([CH3:35])(=[O:34])=[O:33])[CH:27]=[CH:28][C:29]=1[F:30], predict the reaction product. (2) Given the reactants [CH3:1][N:2]1[CH2:25][CH2:24][C:5]2[N:6]([CH2:14][C:15]([C:18]3[CH:19]=[N:20][CH:21]=[CH:22][CH:23]=3)([OH:17])[CH3:16])[C:7]3[CH:8]=[CH:9][C:10]([CH3:13])=[CH:11][C:12]=3[C:4]=2[CH2:3]1.C(=O)([O-])[O-].[K+].[K+].Br[CH2:33][C:34]([O:36]CC)=[O:35], predict the reaction product. The product is: [CH3:1][N:2]1[CH2:25][CH2:24][C:5]2[N:6]([CH2:14][C:15]([O:17][CH2:33][C:34]([OH:36])=[O:35])([C:18]3[CH:19]=[N:20][CH:21]=[CH:22][CH:23]=3)[CH3:16])[C:7]3[CH:8]=[CH:9][C:10]([CH3:13])=[CH:11][C:12]=3[C:4]=2[CH2:3]1. (3) Given the reactants [C:1]([O:4][CH2:5][C:6]([CH3:35])([CH3:34])[CH2:7][N:8]1[C:14]2[CH:15]=[CH:16][C:17]([Cl:19])=[CH:18][C:13]=2[C@@H:12]([C:20]2[CH:25]=[CH:24][CH:23]=[C:22]([O:26][CH3:27])[C:21]=2[O:28][CH3:29])[O:11][C@H:10]([CH2:30][CH2:31]O)[C:9]1=[O:33])(=[O:3])[CH3:2].CC(C)(O)[C:38]#[N:39].C1(C)C=CC=CC=1.N(C(N1CCCCC1)=O)=NC(N1CCCCC1)=O, predict the reaction product. The product is: [C:1]([O:4][CH2:5][C:6]([CH3:34])([CH3:35])[CH2:7][N:8]1[C:14]2[CH:15]=[CH:16][C:17]([Cl:19])=[CH:18][C:13]=2[C@@H:12]([C:20]2[CH:25]=[CH:24][CH:23]=[C:22]([O:26][CH3:27])[C:21]=2[O:28][CH3:29])[O:11][C@H:10]([CH2:30][CH2:31][C:38]#[N:39])[C:9]1=[O:33])(=[O:3])[CH3:2].